This data is from Catalyst prediction with 721,799 reactions and 888 catalyst types from USPTO. The task is: Predict which catalyst facilitates the given reaction. (1) Reactant: [CH3:1][N:2]([CH3:23])[C:3]1([C:21]#N)[CH2:8][CH2:7][CH:6]([CH2:9][O:10][CH2:11][C:12]#[C:13][Si:14]([CH2:19][CH3:20])([CH2:17][CH3:18])[CH2:15][CH3:16])[CH2:5][CH2:4]1.[C:24]1([Mg]Cl)[CH:29]=[CH:28]C=[CH:26][CH:25]=1.[Cl-].[NH4+].O. Product: [C:21]1([C:3]2([N:2]([CH3:23])[CH3:1])[CH2:8][CH2:7][CH:6]([CH2:9][O:10][CH2:11][C:12]#[C:13][Si:14]([CH2:19][CH3:20])([CH2:17][CH3:18])[CH2:15][CH3:16])[CH2:5][CH2:4]2)[CH:28]=[CH:29][CH:24]=[CH:25][CH:26]=1. The catalyst class is: 7. (2) Reactant: [CH2:1]([C:8]1[O:12][C:11]([C:13]2[CH:18]=[C:17]([F:19])[CH:16]=[CH:15][C:14]=2[F:20])=[N:10][C:9]=1[C:21](OCC)=[O:22])[C:2]1[CH:7]=[CH:6][CH:5]=[CH:4][CH:3]=1.[Li+].[BH4-]. Product: [CH2:1]([C:8]1[O:12][C:11]([C:13]2[CH:18]=[C:17]([F:19])[CH:16]=[CH:15][C:14]=2[F:20])=[N:10][C:9]=1[CH2:21][OH:22])[C:2]1[CH:3]=[CH:4][CH:5]=[CH:6][CH:7]=1. The catalyst class is: 1.